This data is from Catalyst prediction with 721,799 reactions and 888 catalyst types from USPTO. The task is: Predict which catalyst facilitates the given reaction. (1) Reactant: [C:1]([N:4]1[CH2:9][CH2:8][C:7]2[N:10]([CH:30]3CCOC3)[N:11]=[C:12]([N:13]3[C:21]4[C:16](=[CH:17][C:18]([C:22]5[C:23](C#N)=[N:24][N:25](C)[CH:26]=5)=[CH:19][CH:20]=4)CC3)[C:6]=2[CH2:5]1)(=[O:3])[CH3:2].Br[CH2:36][CH2:37][N:38]([CH3:40])[CH3:39].C([O-])([O-])=O.[Cs+].[Cs+]. Product: [CH3:39][N:38]([CH3:40])[CH2:37][CH2:36][N:25]1[CH:26]=[C:22]([C:18]2[CH:17]=[CH:16][C:21]([NH:13][C:12]3[C:6]4[CH2:5][N:4]([C:1](=[O:3])[CH3:2])[CH2:9][CH2:8][C:7]=4[N:10]([CH3:30])[N:11]=3)=[CH:20][CH:19]=2)[CH:23]=[N:24]1. The catalyst class is: 3. (2) Reactant: Br.[CH3:2][O:3][CH2:4][CH2:5][N:6]1[C:10]2[CH2:11][CH2:12][CH2:13][CH2:14][C:9]=2[S:8][C:7]1=[NH:15].[CH2:16]1[CH:23]2[C:19]3([C:25](O)=[O:26])[CH2:20][CH:21]([CH2:24][CH:17]1[CH2:18]3)[CH2:22]2.CN(C(ON1N=NC2C=CC=NC1=2)=[N+](C)C)C.F[P-](F)(F)(F)(F)F.C(N(CC)CC)C. Product: [CH3:2][O:3][CH2:4][CH2:5][N:6]1[C:10]2[CH2:11][CH2:12][CH2:13][CH2:14][C:9]=2[S:8]/[C:7]/1=[N:15]\[C:25]([C:19]12[CH2:20][CH:21]3[CH2:24][CH:17]([CH2:16][CH:23]1[CH2:22]3)[CH2:18]2)=[O:26]. The catalyst class is: 3. (3) Reactant: [NH:1]1[C:9]2[C:4](=[CH:5][CH:6]=[CH:7][CH:8]=2)[C:3]([CH:10]=[CH:11][C:12]2[CH:22]=[CH:21][CH:20]=[CH:19][C:13]=2/[C:14](/[NH:17][OH:18])=[N:15]\[H])=[N:2]1.N1C=CC=CC=1.[CH2:29]([O:31]C(Cl)=O)C.CC(C)([O-])C.[K+].C(O)(=O)/C=C/C(O)=O. Product: [NH:1]1[C:9]2[C:4](=[CH:5][CH:6]=[CH:7][CH:8]=2)[C:3](/[CH:10]=[CH:11]/[C:12]2[CH:22]=[CH:21][CH:20]=[CH:19][C:13]=2[C:14]2[NH:15][C:29](=[O:31])[O:18][N:17]=2)=[N:2]1. The catalyst class is: 18.